Predict the reaction yield, written as a fraction of the theoretical maximum amount of product (1.0 means a 100% yield; for example, 0.34 means a 34% yield). From a dataset of Reaction yield outcomes from USPTO patents with 853,638 reactions. (1) The reactants are FC1C=CC(C2C=NC(N3CCN(S(C[C@H](C(C)C)C(O)=O)(=O)=[O:21])CC3)=NC=2)=CC=1.C([C@@H]1COC(=O)N1[C:44](=[O:73])[C@H:45]([CH2:49][S:50]([N:53]1[CH2:58][CH2:57][N:56]([C:59]2[N:64]=[CH:63][C:62]([C:65]3[CH:70]=[CH:69][C:68]([Cl:71])=[C:67]([Cl:72])[CH:66]=3)=[CH:61][N:60]=2)[CH2:55][CH2:54]1)(=[O:52])=[O:51])[CH:46]([CH3:48])[CH3:47])C1C=CC=CC=1. No catalyst specified. The product is [Cl:72][C:67]1[CH:66]=[C:65]([C:62]2[CH:63]=[N:64][C:59]([N:56]3[CH2:57][CH2:58][N:53]([S:50]([CH2:49][C@H:45]([CH:46]([CH3:48])[CH3:47])[C:44]([OH:73])=[O:21])(=[O:52])=[O:51])[CH2:54][CH2:55]3)=[N:60][CH:61]=2)[CH:70]=[CH:69][C:68]=1[Cl:71]. The yield is 0.730. (2) The reactants are [CH2:1]([NH:3][C:4]1[N:9]=[C:8]([C:10]2[C:11]([C:24]3[CH:29]=[CH:28][CH:27]=[C:26]([N+:30]([O-])=O)[CH:25]=3)=[N:12][N:13]([CH2:15][C:16]3[CH:21]=[CH:20][C:19]([O:22][CH3:23])=[CH:18][CH:17]=3)[CH:14]=2)[CH:7]=[CH:6][N:5]=1)[CH3:2].[Cl-].[NH4+]. The catalyst is O1CCOCC1.O.[Zn]. The product is [NH2:30][C:26]1[CH:25]=[C:24]([C:11]2[C:10]([C:8]3[CH:7]=[CH:6][N:5]=[C:4]([NH:3][CH2:1][CH3:2])[N:9]=3)=[CH:14][N:13]([CH2:15][C:16]3[CH:17]=[CH:18][C:19]([O:22][CH3:23])=[CH:20][CH:21]=3)[N:12]=2)[CH:29]=[CH:28][CH:27]=1. The yield is 0.930. (3) The reactants are [CH2:1]([O:8][C:9]1[CH:14]=[CH:13][C:12]([NH:15][C:16]2[C:25]3[C:20](=[CH:21][CH:22]=[C:23](Br)[CH:24]=3)[N:19]=[CH:18][N:17]=2)=[CH:11][CH:10]=1)[C:2]1[CH:7]=[CH:6][CH:5]=[CH:4][CH:3]=1.[O:27]1[CH2:31][CH2:30][O:29][CH:28]1[C:32]1[O:36][C:35]([Sn](CCCC)(CCCC)CCCC)=[CH:34][CH:33]=1. The catalyst is O1CCOCC1. The product is [CH2:1]([O:8][C:9]1[CH:14]=[CH:13][C:12]([NH:15][C:16]2[C:25]3[C:20](=[CH:21][CH:22]=[C:23]([C:35]4[O:36][C:32]([CH:28]5[O:29][CH2:30][CH2:31][O:27]5)=[CH:33][CH:34]=4)[CH:24]=3)[N:19]=[CH:18][N:17]=2)=[CH:11][CH:10]=1)[C:2]1[CH:7]=[CH:6][CH:5]=[CH:4][CH:3]=1. The yield is 0.620. (4) The product is [Br:1][C:2]1[CH:3]=[C:4]2[C:8](=[CH:9][CH:10]=1)[NH:7][CH2:6][CH2:5]2. The reactants are [Br:1][C:2]1[CH:3]=[C:4]2[C:8](=[CH:9][CH:10]=1)[NH:7][CH:6]=[CH:5]2.[BH3-]C#N.[Na+]. The yield is 0.710. The catalyst is C(O)(=O)C.O. (5) The reactants are O.[NH2:2]N.C(O)(=O)C.[Br:8][C:9]1[CH:21]=[CH:20][C:12]([C:13](/[N:15]=[CH:16]/[N:17](C)C)=O)=[CH:11][CH:10]=1. No catalyst specified. The product is [Br:8][C:9]1[CH:21]=[CH:20][C:12]([C:13]2[NH:2][N:17]=[CH:16][N:15]=2)=[CH:11][CH:10]=1. The yield is 0.660. (6) The reactants are [OH:1][CH2:2][CH2:3][NH:4][CH2:5][CH2:6][CH:7]1[S:11][C:10]([C:12]2[NH:13][C:14]3[C:19]([CH:20]=2)=[CH:18][CH:17]=[CH:16][C:15]=3[N:21]([CH3:30])[S:22]([C:25]2[S:26][CH:27]=[CH:28][CH:29]=2)(=[O:24])=[O:23])=[N:9][CH2:8]1.Cl[CH2:32][C:33](Cl)=[O:34].[OH-].[Na+].Cl. The catalyst is C(O)C.O. The product is [CH3:30][N:21]([C:15]1[CH:16]=[CH:17][CH:18]=[C:19]2[C:14]=1[NH:13][C:12]([C:10]1[S:11][CH:7]([CH2:6][CH2:5][N:4]3[CH2:3][CH2:2][O:1][CH2:32][C:33]3=[O:34])[CH2:8][N:9]=1)=[CH:20]2)[S:22]([C:25]1[S:26][CH:27]=[CH:28][CH:29]=1)(=[O:24])=[O:23]. The yield is 0.410.